From a dataset of Full USPTO retrosynthesis dataset with 1.9M reactions from patents (1976-2016). Predict the reactants needed to synthesize the given product. (1) Given the product [O:34]1[CH2:35][CH2:25][CH2:32][C@@H:33]1[CH2:36][N:1]1[C:9]2[C:4](=[CH:5][CH:6]=[CH:7][CH:8]=2)[C:3]2([C:13]3[CH:14]=[C:15]4[C:20](=[CH:21][C:12]=3[O:11][CH2:10]2)[O:19][CH2:18][CH2:17][CH2:16]4)[C:2]1=[O:22], predict the reactants needed to synthesize it. The reactants are: [NH:1]1[C:9]2[C:4](=[CH:5][CH:6]=[CH:7][CH:8]=2)[C:3]2([C:13]3[CH:14]=[C:15]4[C:20](=[CH:21][C:12]=3[O:11][CH2:10]2)[O:19][CH2:18][CH2:17][CH2:16]4)[C:2]1=[O:22].N1C2C(=CC=CC=2)[C:25]2([CH2:35][O:34][C:33]3[CH:36]=C4C(=C[C:32]2=3)CCO4)C1=O.CC1C=CC(S(OC[C@H]2CCCO2)(=O)=O)=CC=1.BrCC1CCCCO1. (2) Given the product [CH2:1]([C:3]1[CH:8]=[CH:7][C:6]([C:31]#[C:30][CH2:29][OH:32])=[CH:5][CH:4]=1)[CH3:2], predict the reactants needed to synthesize it. The reactants are: [CH2:1]([C:3]1[CH:8]=[CH:7][C:6](I)=[CH:5][CH:4]=1)[CH3:2].C1(P(C2C=CC=CC=2)C2C=CC=CC=2)C=CC=CC=1.[CH2:29]([OH:32])[C:30]#[CH:31].C(N(C(C)C)CC)(C)C.